Task: Regression. Given two drug SMILES strings and cell line genomic features, predict the synergy score measuring deviation from expected non-interaction effect.. Dataset: NCI-60 drug combinations with 297,098 pairs across 59 cell lines Drug 1: CC12CCC3C(C1CCC2=O)CC(=C)C4=CC(=O)C=CC34C. Synergy scores: CSS=15.0, Synergy_ZIP=3.42, Synergy_Bliss=3.49, Synergy_Loewe=2.05, Synergy_HSA=1.70. Drug 2: C1=CC(=CC=C1C#N)C(C2=CC=C(C=C2)C#N)N3C=NC=N3. Cell line: SK-MEL-28.